This data is from Peptide-MHC class I binding affinity with 185,985 pairs from IEDB/IMGT. The task is: Regression. Given a peptide amino acid sequence and an MHC pseudo amino acid sequence, predict their binding affinity value. This is MHC class I binding data. The MHC is HLA-A02:03 with pseudo-sequence HLA-A02:03. The binding affinity (normalized) is 0.0847. The peptide sequence is MAVTAAPYI.